The task is: Predict the product of the given reaction.. This data is from Forward reaction prediction with 1.9M reactions from USPTO patents (1976-2016). (1) Given the reactants [OH:1][C@@H:2]([C:4]1[N:15]([C@H:16]2[CH2:21][CH2:20][CH2:19][N:18]([C:22](=[O:28])[CH2:23][CH2:24][C:25]([NH2:27])=O)[CH2:17]2)[C:7]2=[C:8]3[S:14][CH:13]=[CH:12][C:9]3=[N:10][CH:11]=[C:6]2[N:5]=1)[CH3:3].C(N(CC)CC)C.FC(F)(F)C(OC(=O)C(F)(F)F)=O, predict the reaction product. The product is: [OH:1][C@@H:2]([C:4]1[N:15]([C@H:16]2[CH2:21][CH2:20][CH2:19][N:18]([C:22](=[O:28])[CH2:23][CH2:24][C:25]#[N:27])[CH2:17]2)[C:7]2=[C:8]3[S:14][CH:13]=[CH:12][C:9]3=[N:10][CH:11]=[C:6]2[N:5]=1)[CH3:3]. (2) Given the reactants [CH3:1][C@:2]12[C@@:19]3([CH3:20])[C@@H:10]([C@:11]4([CH3:33])[C@@H:16]([CH2:17][CH2:18]3)[C:15]([CH3:22])([CH3:21])[C:14]([C:23]3[CH:32]=[CH:31][C:26]([C:27]([O:29]C)=[O:28])=[CH:25][CH:24]=3)=[CH:13][CH2:12]4)[CH2:9][CH2:8][C@@H:7]1[C@H:6]1[C@H:34]([C:37]([CH3:39])=[CH2:38])[CH2:35][CH2:36][C@:5]1([NH:40][CH2:41][CH2:42][N:43]1[CH2:48]CNC[CH2:44]1)[CH2:4][CH2:3]2.[CH2:49]([N:51](C(C)C)[CH:52](C)C)C.[CH3:58][N:59]([CH3:65])[C:60](=[O:64])[C:61]([OH:63])=O, predict the reaction product. The product is: [CH3:49][N:51]([CH3:52])[C:61](=[O:63])[C:60]([N:59]1[CH2:65][CH2:48][N:43]([CH2:42][CH2:41][NH:40][C@:5]23[CH2:36][CH2:35][C@@H:34]([C:37]([CH3:39])=[CH2:38])[C@@H:6]2[C@@H:7]2[C@@:2]([CH3:1])([CH2:3][CH2:4]3)[C@@:19]3([CH3:20])[C@@H:10]([C@:11]4([CH3:33])[C@@H:16]([CH2:17][CH2:18]3)[C:15]([CH3:22])([CH3:21])[C:14]([C:23]3[CH:24]=[CH:25][C:26]([C:27]([OH:29])=[O:28])=[CH:31][CH:32]=3)=[CH:13][CH2:12]4)[CH2:9][CH2:8]2)[CH2:44][CH2:58]1)=[O:64].